Dataset: Reaction yield outcomes from USPTO patents with 853,638 reactions. Task: Predict the reaction yield, written as a fraction of the theoretical maximum amount of product (1.0 means a 100% yield; for example, 0.34 means a 34% yield). (1) The reactants are [Br:1][C:2]1[CH:7]=[CH:6][C:5]([CH2:8][C:9]#[N:10])=[CH:4][CH:3]=1.[CH3:11][Si]([N-][Si](C)(C)C)(C)C.[Na+].CI. The catalyst is O1CCCC1. The product is [Br:1][C:2]1[CH:7]=[CH:6][C:5]([CH:8]([CH3:11])[C:9]#[N:10])=[CH:4][CH:3]=1. The yield is 0.536. (2) The reactants are [CH:1]1[C:2]([CH2:10][C@@H:11]([NH2:28])[CH2:12][C:13]([N:15]2[CH2:27][C:19]3=[N:20][N:21]=[C:22]([C:23]([F:26])([F:25])[F:24])[N:18]3[CH2:17][CH2:16]2)=[O:14])=[C:3]([F:9])[CH:4]=[C:5]([F:8])[C:6]=1[F:7].[P:29](=[O:33])([OH:32])([OH:31])[OH:30]. The catalyst is C(O)(C)C.O. The product is [CH2:16]1[N:15]([C:13]([CH2:12][C@H:11]([NH2:28])[CH2:10][C:2]2[C:3]([F:9])=[CH:4][C:5]([F:8])=[C:6]([F:7])[CH:1]=2)=[O:14])[CH2:27][C:19]2=[N:20][N:21]=[C:22]([C:23]([F:24])([F:26])[F:25])[N:18]2[CH2:17]1.[OH2:30].[OH:31][P:29]([OH:33])([OH:32])=[O:30]. The yield is 0.680. (3) The yield is 0.942. The product is [Cl:1][C:2]1[N:3]=[C:4]([Cl:13])[C:5]([CH:9]([CH3:12])[CH:10]=[O:11])=[C:6]([Cl:8])[N:7]=1. The catalyst is C(Cl)Cl. The reactants are [Cl:1][C:2]1[N:7]=[C:6]([Cl:8])[C:5]([CH:9]([CH3:12])[CH2:10][OH:11])=[C:4]([Cl:13])[N:3]=1. (4) The reactants are [CH2:1]([O:3][C:4]1([C:7]2[CH:23]=[CH:22][C:10]([O:11][Si](C(C)C)(C(C)C)C(C)C)=[CH:9][C:8]=2[C:24]([CH3:27])([CH3:26])[CH3:25])[CH2:6][CH2:5]1)[CH3:2].[F-].C([N+](CCCC)(CCCC)CCCC)CCC. The catalyst is C1COCC1. The product is [CH2:1]([O:3][C:4]1([C:7]2[CH:23]=[CH:22][C:10]([OH:11])=[CH:9][C:8]=2[C:24]([CH3:25])([CH3:27])[CH3:26])[CH2:6][CH2:5]1)[CH3:2]. The yield is 0.880. (5) The reactants are [Br:1][C:2]1[CH:10]=[C:6]([C:7]([OH:9])=O)[C:5]([OH:11])=[CH:4][CH:3]=1.[F:12][C:13]([F:26])([F:25])[C:14]1[CH:15]=[C:16]([CH:18]=[C:19]([C:21]([F:24])([F:23])[F:22])[CH:20]=1)[NH2:17]. No catalyst specified. The yield is 0.885. The product is [F:12][C:13]([F:25])([F:26])[C:14]1[CH:15]=[C:16]([NH:17][C:7](=[O:9])[C:6]2[CH:10]=[C:2]([Br:1])[CH:3]=[CH:4][C:5]=2[OH:11])[CH:18]=[C:19]([C:21]([F:22])([F:24])[F:23])[CH:20]=1. (6) The reactants are [C:1]([CH2:3][CH:4]([N:20]1[CH:24]=[C:23]([C:25]2[C:26]3[CH:33]=[CH:32][N:31]([CH2:34][O:35][CH2:36][CH2:37][Si:38]([CH3:41])([CH3:40])[CH3:39])[C:27]=3[N:28]=[CH:29][N:30]=2)[CH:22]=[N:21]1)[CH2:5][N:6]1[CH2:12][CH2:11][CH2:10][N:9](C(OC(C)(C)C)=O)[CH2:8][CH2:7]1)#[N:2].Cl.O1CCOCC1. The catalyst is C(Cl)Cl. The product is [N:6]1([CH2:5][CH:4]([N:20]2[CH:24]=[C:23]([C:25]3[C:26]4[CH:33]=[CH:32][N:31]([CH2:34][O:35][CH2:36][CH2:37][Si:38]([CH3:39])([CH3:41])[CH3:40])[C:27]=4[N:28]=[CH:29][N:30]=3)[CH:22]=[N:21]2)[CH2:3][C:1]#[N:2])[CH2:12][CH2:11][CH2:10][NH:9][CH2:8][CH2:7]1. The yield is 0.770.